Predict the product of the given reaction. From a dataset of Forward reaction prediction with 1.9M reactions from USPTO patents (1976-2016). Given the reactants [OH:1][C:2]1[C:15]2[C:6](=[C:7]3[C:12](=[CH:13][CH:14]=2)[C:11]([C:16]2[CH:21]=[CH:20][CH:19]=[CH:18][CH:17]=2)=[CH:10][CH:9]=[N:8]3)[N:5]=[CH:4][C:3]=1[C:22]([O:24]CC)=[O:23].[OH-].[Na+].Cl, predict the reaction product. The product is: [OH:1][C:2]1[C:15]2[C:6](=[C:7]3[C:12](=[CH:13][CH:14]=2)[C:11]([C:16]2[CH:21]=[CH:20][CH:19]=[CH:18][CH:17]=2)=[CH:10][CH:9]=[N:8]3)[N:5]=[CH:4][C:3]=1[C:22]([OH:24])=[O:23].